From a dataset of CYP2C19 inhibition data for predicting drug metabolism from PubChem BioAssay. Regression/Classification. Given a drug SMILES string, predict its absorption, distribution, metabolism, or excretion properties. Task type varies by dataset: regression for continuous measurements (e.g., permeability, clearance, half-life) or binary classification for categorical outcomes (e.g., BBB penetration, CYP inhibition). Dataset: cyp2c19_veith. (1) The drug is O=C(c1cnccn1)N1CCC2(CC1)CCN(C(c1ccccc1)c1ccccc1)CC2. The result is 0 (non-inhibitor). (2) The molecule is COc1ncc2nc(-c3cccs3)c(=O)n(-c3ccccc3)c2n1. The result is 0 (non-inhibitor). (3) The drug is Cc1ccccc1-c1nccc(NCc2cccnc2)n1. The result is 1 (inhibitor). (4) The drug is O=C(O)CNC(=O)[C@H]1NC(C(F)(F)F)(C(F)(F)F)OC1(C(F)(F)F)C(F)(F)F. The result is 0 (non-inhibitor). (5) The drug is O=C(NC1CCCc2ccccc21)c1ccc(=O)[nH]c1. The result is 0 (non-inhibitor).